The task is: Regression/Classification. Given a drug SMILES string, predict its toxicity properties. Task type varies by dataset: regression for continuous values (e.g., LD50, hERG inhibition percentage) or binary classification for toxic/non-toxic outcomes (e.g., AMES mutagenicity, cardiotoxicity, hepatotoxicity). Dataset: ld50_zhu.. This data is from Acute oral toxicity (LD50) regression data from Zhu et al.. The compound is O=C1CC2OCC=C3CN4CCC56c7ccccc7N1C5C2C3CC46. The rat oral LD50 is 5.15, given as -log10 of the dose in mol/kg body weight (higher means more acutely toxic).